Dataset: Forward reaction prediction with 1.9M reactions from USPTO patents (1976-2016). Task: Predict the product of the given reaction. (1) Given the reactants [CH:1]([C:4]1[CH:13]=[CH:12][C:11]2[C:6](=[CH:7][CH:8]=[CH:9][CH:10]=2)[C:5]=1[CH:14]=[O:15])=[CH:2][CH3:3].[H][H], predict the reaction product. The product is: [CH2:1]([C:4]1[CH:13]=[CH:12][C:11]2[C:6](=[CH:7][CH:8]=[CH:9][CH:10]=2)[C:5]=1[CH:14]=[O:15])[CH2:2][CH3:3]. (2) Given the reactants C(OC(=O)[NH:7][C:8]1([C:12]2[CH:17]=[CH:16][C:15]([C:18]3[N:22]=[C:21]([C:23]4[CH:28]=[CH:27][C:26]([O:29][CH:30]([CH3:32])[CH3:31])=[C:25]([C:33]#[N:34])[CH:24]=4)[O:20][N:19]=3)=[CH:14][CH:13]=2)[CH2:11][O:10][CH2:9]1)(C)(C)C.C(O)(C(F)(F)F)=O.Cl, predict the reaction product. The product is: [NH2:7][C:8]1([C:12]2[CH:13]=[CH:14][C:15]([C:18]3[N:22]=[C:21]([C:23]4[CH:28]=[CH:27][C:26]([O:29][CH:30]([CH3:32])[CH3:31])=[C:25]([CH:24]=4)[C:33]#[N:34])[O:20][N:19]=3)=[CH:16][CH:17]=2)[CH2:9][O:10][CH2:11]1. (3) Given the reactants [CH3:1][N:2]([CH3:15])[CH2:3][CH:4]([C:8]1[CH:13]=[CH:12][C:11]([CH3:14])=[CH:10][CH:9]=1)[C:5](=[O:7])[CH3:6].[I:16][CH3:17], predict the reaction product. The product is: [I-:16].[CH3:15][N+:2]([CH3:17])([CH3:1])[CH2:3][CH:4]([C:8]1[CH:13]=[CH:12][C:11]([CH3:14])=[CH:10][CH:9]=1)[C:5](=[O:7])[CH3:6]. (4) Given the reactants [Br:1][C:2]1[CH:9]=[CH:8][C:5]([CH:6]=[O:7])=[C:4]([F:10])[CH:3]=1.[F:11][C:12]([Si](C)(C)C)([F:14])[F:13].CCCC[N+](CCCC)(CCCC)CCCC.[F-].Cl, predict the reaction product. The product is: [Br:1][C:2]1[CH:9]=[CH:8][C:5]([CH:6]([OH:7])[C:12]([F:14])([F:13])[F:11])=[C:4]([F:10])[CH:3]=1. (5) Given the reactants [F:1][CH:2]([F:26])[CH2:3][O:4][C:5]1[CH:10]=[CH:9][N:8]=[C:7]([O:11][C@H:12]2[CH2:17][N:16](C(OC(C)(C)C)=O)[C@H:15]([CH3:25])[CH2:14][CH2:13]2)[CH:6]=1.Cl, predict the reaction product. The product is: [F:26][CH:2]([F:1])[CH2:3][O:4][C:5]1[CH:10]=[CH:9][N:8]=[C:7]([O:11][C@@H:12]2[CH2:13][CH2:14][C@@H:15]([CH3:25])[NH:16][CH2:17]2)[CH:6]=1.